Dataset: Experimentally validated miRNA-target interactions with 360,000+ pairs, plus equal number of negative samples. Task: Binary Classification. Given a miRNA mature sequence and a target amino acid sequence, predict their likelihood of interaction. (1) The miRNA is hsa-miR-548t-5p with sequence CAAAAGUGAUCGUGGUUUUUG. The protein sequence of the target gene is MDEGTGLQPGAGEQLEAPATAEAVQERCEPETLRSKSLPVLSSASCRPSLSPTSGDANPAFGCVDSSGHQELKQGPNPLAPSPSAPSTSAGLGDCNHRVDLSKTFSVSSALAMLQERRCLYVVLTDSRCFLVCMCFLTFIQALMVSGYLSSVITTIERRYSLKSSESGLLVSCFDIGNLVVVVFVSYFGGRGRRPLWLAVGGLLIAFGAALFALPHFISPPYQIQELNASAPNDGLCQGGNSTATLEPPACPKDSGGNNHWVYVALFICAQILIGMGSTPIYTLGPTYLDDNVKKENSSL.... Result: 1 (interaction). (2) The miRNA is hsa-miR-1306-5p with sequence CCACCUCCCCUGCAAACGUCCA. The protein sequence of the target gene is MEDRLHMDNGLVPQKIVSVHLQDSTLKEVKDQVSNKQAQILEPKPEPSLEIKPEQDGMEHVGRDDPKALGEEPKQRRGSASGSEPAGDSDRGGGPVEHYHLHLSSCHECLELENSTIESVKFASAENIPDLPYDYSSSLESVADETSPEREGRRVNLTGKAPNILLYVGSDSQEALGRFHEVRSVLADCVDIDSYILYHLLEDSALRDPWTDNCLLLVIATRESIPEDLYQKFMAYLSQGGKVLGLSSSFTFGGFQVTSKGALHKTVQNLVFSKADQSEVKLSVLSSGCRYQEGPVRLSP.... Result: 1 (interaction). (3) The miRNA is hsa-miR-4667-3p with sequence UCCCUCCUUCUGUCCCCACAG. The protein sequence of the target gene is MANFKGHALPGSFFLIIGLCWSVKYPLKYFSHTRKNSPLHYYQRLEIVEAAIRTLFSVTGILAEQFVPDGPHLHLYHENHWIKLMNWQHSTMYLFFAVSGIVDMLTYLVSHVPLGVDRLVMAVAVFMEGFLFYYHVHNRPPLDQHIHSLLLYALFGGCVSISLEVIFRDHIVLELFRTSLIILQGTWFWQIGFVLFPPFGTPEWDQKDDANLMFITMCFCWHYLAALSIVAVNYSLVYCLLTRMKRHGRGEIIGIQKLNSDDTYQTALLSGSDEE. Result: 1 (interaction). (4) The miRNA is hsa-miR-4486 with sequence GCUGGGCGAGGCUGGCA. The protein sequence of the target gene is MSYQGKKNIPRITSDRLLIKGGRIVNDDQSFYADIYMEDGLIKQIGDNLIVPGGVKTIEANGKMVIPGGIDVHTHFQMPYKGMTTVDDFFQGTKAALAGGTTMIIDHVVPEPESSLTEAYEKWREWADGKSCCDYALHVDITHWNDSVKQEVQNLIKDKGVNSFMVYMAYKDLYQVSNTELYEIFTCLGELGAIAQVHAENGDIIAQEQTRMLEMGITGPEGHVLSRPEELEAEAVFRAITIASQTNCPLYVTKVMSKSAADLISQARKKGNVVFGEPITASLGIDGTHYWSKNWAKAAA.... Result: 0 (no interaction). (5) The miRNA is hsa-miR-6787-5p with sequence UGGCGGGGGUAGAGCUGGCUGC. The protein sequence of the target gene is MPEPSKSAPAPKKGSKKAVTKAQKKDGKKRKRSRKESYSVYVYKVLKQVHPDTGISSKAMGIMNSFVNDIFERIAGEASRLAHYNKRSTITSREIQTAVRLLLPGELAKHAVSEGTKAVTKYTSSK. Result: 0 (no interaction). (6) The miRNA is hsa-miR-6728-3p with sequence UCUCUGCUCUGCUCUCCCCAG. The protein sequence of the target gene is MSEREVSTAPAGTDMPAAKKQKLSSDENSNPDLSGDENDDAVSIESGTNTERPDTPTNTPNAPGRKSWGKGKWKSKKCKYSFKCVNSLKEDHNQPLFGVQFNWHSKEGDPLVFATVGSNRVTLYECHSQGEIRLLQSYVDADADENFYTCAWTYDSNTSHPLLAVAGSRGIIRIINPITMQCIKHYVGHGNAINELKFHPRDPNLLLSVSKDHALRLWNIQTDTLVAIFGGVEGHRDEVLSADYDLLGEKIMSCGMDHSLKLWRINSKRMMNAIKESYDYNPNKTNRPFISQKIHFPDFS.... Result: 1 (interaction). (7) The miRNA is mmu-miR-125b-1-3p with sequence ACGGGUUAGGCUCUUGGGAGCU. The protein sequence of the target gene is MPKGRRGSHSPTMSQRSAPPLYFPSLYDRGISSSPLSDFNIWKKLFVPLKAGGAPVGGAAGARSLSQALPAPAPPPPPPPGLGPSSERPWPSPWPSGLASIPYEPLRFFYSPPPGPEVVASPLVPCPSTPRLASASHPEELCELEIRIKELELLTITGDGFDSQSYTFLKALKDEKLQGLKTKQPGKKSASLS. Result: 0 (no interaction).